Dataset: Peptide-MHC class I binding affinity with 185,985 pairs from IEDB/IMGT. Task: Regression. Given a peptide amino acid sequence and an MHC pseudo amino acid sequence, predict their binding affinity value. This is MHC class I binding data. (1) The peptide sequence is AIYDTMQYV. The binding affinity (normalized) is 0.213. The MHC is HLA-B83:01 with pseudo-sequence HLA-B83:01. (2) The peptide sequence is HAEQGLIQY. The MHC is HLA-B51:01 with pseudo-sequence HLA-B51:01. The binding affinity (normalized) is 0.0847.